Dataset: Catalyst prediction with 721,799 reactions and 888 catalyst types from USPTO. Task: Predict which catalyst facilitates the given reaction. (1) Reactant: C(=O)([O-])[O-].[K+].[K+].C([O:10][CH2:11][C:12]1[O:13][C:14]([CH:17]([F:19])[F:18])=[CH:15][CH:16]=1)(=O)C. Product: [F:18][CH:17]([F:19])[C:14]1[O:13][C:12]([CH2:11][OH:10])=[CH:16][CH:15]=1. The catalyst class is: 5. (2) Reactant: [OH:1][C:2]1[CH:11]=[CH:10][CH:9]=[CH:8][C:3]=1[C:4]([O:6][CH3:7])=[O:5].Br[CH2:13][C:14]#[CH:15].C([O-])([O-])=O.[K+].[K+]. Product: [CH2:15]([O:1][C:2]1[CH:11]=[CH:10][CH:9]=[CH:8][C:3]=1[C:4]([O:6][CH3:7])=[O:5])[C:14]#[CH:13]. The catalyst class is: 3. (3) Reactant: [O-]P([O-])([O-])=O.[K+].[K+].[K+].[CH2:9]([NH:13][C:14]([NH2:16])=[O:15])[CH2:10][CH2:11][CH3:12].I[C:18]1[CH:19]=[C:20]([O:24][CH3:25])[CH:21]=[CH:22][CH:23]=1.CNCCNC. Product: [CH2:9]([NH:13][C:14]([NH:16][C:18]1[CH:23]=[CH:22][CH:21]=[C:20]([O:24][CH3:25])[CH:19]=1)=[O:15])[CH2:10][CH2:11][CH3:12]. The catalyst class is: 509. (4) Reactant: C([O:4][C@@H:5]1[C@H:12]2[C@H:8]([O:9][CH2:10][CH2:11]2)[O:7][CH2:6]1)(=O)C.C(=O)([O-])[O-].[K+].[K+]. The catalyst class is: 138. Product: [O:7]1[C@H:8]2[O:9][CH2:10][CH2:11][C@H:12]2[C@@H:5]([OH:4])[CH2:6]1. (5) Reactant: C([O:8][CH2:9][C:10]1([CH2:14][C:15]2[S:16][CH:17]=[C:18]([C:20]3[CH:25]=[CH:24][CH:23]=[CH:22][CH:21]=3)[N:19]=2)[CH2:13][CH2:12][CH2:11]1)C1C=CC=CC=1.B(Br)(Br)Br. Product: [C:20]1([C:18]2[N:19]=[C:15]([CH2:14][C:10]3([CH2:9][OH:8])[CH2:13][CH2:12][CH2:11]3)[S:16][CH:17]=2)[CH:21]=[CH:22][CH:23]=[CH:24][CH:25]=1. The catalyst class is: 4. (6) Reactant: [Cl:1][C:2]1[C:3]([CH2:8][NH:9][C:10]([C@@H:12]2[CH2:17][N:16]([C:18]([O:20][CH2:21][C:22]3[CH:27]=[CH:26][CH:25]=[CH:24][CH:23]=3)=[O:19])[C@H:15]([CH2:28][O:29][CH3:30])[CH2:14][CH2:13]2)=O)=[N:4][CH:5]=[CH:6][N:7]=1.O=P(Cl)(Cl)Cl.CN(C=O)C.C([O-])(O)=O.[Na+]. Product: [Cl:1][C:2]1[C:3]2[N:4]([C:10]([C@H:12]3[CH2:17][N:16]([C:18]([O:20][CH2:21][C:22]4[CH:27]=[CH:26][CH:25]=[CH:24][CH:23]=4)=[O:19])[C@@H:15]([CH2:28][O:29][CH3:30])[CH2:14][CH2:13]3)=[N:9][CH:8]=2)[CH:5]=[CH:6][N:7]=1. The catalyst class is: 10. (7) Reactant: [CH3:1][O:2][C:3]1[CH:4]=[C:5]2[C:9](=[CH:10][CH:11]=1)[NH:8][CH:7]=[C:6]2[CH2:12][C:13]#[N:14].[CH3:15][C:16]([O:19][C:20](O[C:20]([O:19][C:16]([CH3:18])([CH3:17])[CH3:15])=[O:21])=[O:21])([CH3:18])[CH3:17]. Product: [C:13]([CH2:12][C:6]1[C:5]2[C:9](=[CH:10][CH:11]=[C:3]([O:2][CH3:1])[CH:4]=2)[N:8]([C:20]([O:19][C:16]([CH3:18])([CH3:17])[CH3:15])=[O:21])[CH:7]=1)#[N:14]. The catalyst class is: 154.